This data is from Peptide-MHC class I binding affinity with 185,985 pairs from IEDB/IMGT. The task is: Regression. Given a peptide amino acid sequence and an MHC pseudo amino acid sequence, predict their binding affinity value. This is MHC class I binding data. (1) The peptide sequence is CLGGLLTMV. The MHC is HLA-A02:12 with pseudo-sequence HLA-A02:12. The binding affinity (normalized) is 1.00. (2) The peptide sequence is FHLISCDEI. The MHC is Mamu-B17 with pseudo-sequence Mamu-B17. The binding affinity (normalized) is 0.286. (3) The peptide sequence is QLKQRDALF. The MHC is HLA-A26:03 with pseudo-sequence HLA-A26:03. The binding affinity (normalized) is 0.0847. (4) The peptide sequence is MVFQHFHLF. The MHC is HLA-B45:06 with pseudo-sequence HLA-B45:06. The binding affinity (normalized) is 0.213. (5) The peptide sequence is IAGFIEGGW. The MHC is HLA-B07:02 with pseudo-sequence HLA-B07:02. The binding affinity (normalized) is 0.0847. (6) The peptide sequence is FPVRPQVPLR. The MHC is HLA-B15:03 with pseudo-sequence HLA-B15:03. The binding affinity (normalized) is 0.